From a dataset of NCI-60 drug combinations with 297,098 pairs across 59 cell lines. Regression. Given two drug SMILES strings and cell line genomic features, predict the synergy score measuring deviation from expected non-interaction effect. (1) Drug 1: CC1=C(C(=CC=C1)Cl)NC(=O)C2=CN=C(S2)NC3=CC(=NC(=N3)C)N4CCN(CC4)CCO. Drug 2: B(C(CC(C)C)NC(=O)C(CC1=CC=CC=C1)NC(=O)C2=NC=CN=C2)(O)O. Cell line: MOLT-4. Synergy scores: CSS=52.6, Synergy_ZIP=-1.64, Synergy_Bliss=-2.75, Synergy_Loewe=-0.365, Synergy_HSA=-0.220. (2) Drug 1: C1=CC(=C2C(=C1NCCNCCO)C(=O)C3=C(C=CC(=C3C2=O)O)O)NCCNCCO. Drug 2: C1=CC(=CC=C1C#N)C(C2=CC=C(C=C2)C#N)N3C=NC=N3. Cell line: BT-549. Synergy scores: CSS=41.5, Synergy_ZIP=4.94, Synergy_Bliss=5.86, Synergy_Loewe=-20.6, Synergy_HSA=5.07. (3) Drug 1: CCN(CC)CCNC(=O)C1=C(NC(=C1C)C=C2C3=C(C=CC(=C3)F)NC2=O)C. Drug 2: C1CCC(C(C1)N)N.C(=O)(C(=O)[O-])[O-].[Pt+4]. Cell line: SK-MEL-2. Synergy scores: CSS=25.2, Synergy_ZIP=-8.76, Synergy_Bliss=-9.49, Synergy_Loewe=-7.55, Synergy_HSA=-7.12. (4) Drug 1: CC(C)(C#N)C1=CC(=CC(=C1)CN2C=NC=N2)C(C)(C)C#N. Drug 2: C1=CC=C(C=C1)NC(=O)CCCCCCC(=O)NO. Cell line: LOX IMVI. Synergy scores: CSS=2.67, Synergy_ZIP=-0.654, Synergy_Bliss=3.28, Synergy_Loewe=-1.47, Synergy_HSA=-0.209. (5) Drug 1: C1=CN(C=N1)CC(O)(P(=O)(O)O)P(=O)(O)O. Drug 2: CN(CCCl)CCCl.Cl. Cell line: SF-295. Synergy scores: CSS=-2.79, Synergy_ZIP=16.2, Synergy_Bliss=18.8, Synergy_Loewe=-4.76, Synergy_HSA=-1.45. (6) Drug 1: CCCCCOC(=O)NC1=NC(=O)N(C=C1F)C2C(C(C(O2)C)O)O. Drug 2: C1=CN(C=N1)CC(O)(P(=O)(O)O)P(=O)(O)O. Cell line: MDA-MB-435. Synergy scores: CSS=0.625, Synergy_ZIP=1.63, Synergy_Bliss=2.44, Synergy_Loewe=0.820, Synergy_HSA=0.656.